From a dataset of Catalyst prediction with 721,799 reactions and 888 catalyst types from USPTO. Predict which catalyst facilitates the given reaction. (1) Reactant: [ClH:1].O1CCOCC1.OC(C(F)(F)F)=O.[C:15]1([C:21]2[S:22][CH:23]=[C:24]([C:26]([N:28]3[CH2:33][CH2:32][N:31](C(OC(C)(C)C)=O)[CH2:30][CH:29]3[CH2:41][O:42][C:43]3[CH:44]=[N:45][CH:46]=[CH:47][CH:48]=3)=[O:27])[N:25]=2)[CH:20]=[CH:19][CH:18]=[CH:17][CH:16]=1. Product: [ClH:1].[ClH:1].[C:15]1([C:21]2[S:22][CH:23]=[C:24]([C:26]([N:28]3[CH2:33][CH2:32][NH:31][CH2:30][CH:29]3[CH2:41][O:42][C:43]3[CH:44]=[N:45][CH:46]=[CH:47][CH:48]=3)=[O:27])[N:25]=2)[CH:16]=[CH:17][CH:18]=[CH:19][CH:20]=1. The catalyst class is: 5. (2) Reactant: [CH2:1]([O:8][C:9]([N:11]1[CH2:16][CH2:15][CH:14]([CH:17]=O)[CH2:13][CH2:12]1)=[O:10])[C:2]1[CH:7]=[CH:6][CH:5]=[CH:4][CH:3]=1.[F:19][C:20]1[CH:21]=[C:22]([CH:24]=[CH:25][CH:26]=1)[NH2:23].S([O-])([O-])(=O)=O.[Na+].[Na+].C(O[BH-](OC(=O)C)OC(=O)C)(=O)C.[Na+].[OH-].[Na+]. Product: [CH2:1]([O:8][C:9]([N:11]1[CH2:16][CH2:15][CH:14]([CH2:17][NH:23][C:22]2[CH:24]=[CH:25][CH:26]=[C:20]([F:19])[CH:21]=2)[CH2:13][CH2:12]1)=[O:10])[C:2]1[CH:7]=[CH:6][CH:5]=[CH:4][CH:3]=1. The catalyst class is: 26.